This data is from Reaction yield outcomes from USPTO patents with 853,638 reactions. The task is: Predict the reaction yield, written as a fraction of the theoretical maximum amount of product (1.0 means a 100% yield; for example, 0.34 means a 34% yield). (1) The reactants are C([O:8][C@@H:9]1[C@@H:14]([O:15]CC2C=CC=CC=2)[C@@H:13]([O:23]CC2C=CC=CC=2)[C@@H:12]([CH2:31][O:32]CC2C=CC=CC=2)[O:11][C@:10]21[C:59]1[C:42](=[CH:43][C:44]3[O:48][N:47]=[C:46]([CH2:49][C:50]4[CH:55]=[CH:54][C:53]([CH2:56][CH3:57])=[CH:52][CH:51]=4)[C:45]=3[CH:58]=1)[CH2:41][O:40]2)C1C=CC=CC=1.CC1C(C)=C(C)C(C)=C(C)C=1.B(Cl)(Cl)Cl.CO. The catalyst is ClCCl. The product is [CH2:56]([C:53]1[CH:54]=[CH:55][C:50]([CH2:49][C:46]2[C:45]3[CH:58]=[C:59]4[C@:10]5([C@H:9]([OH:8])[C@@H:14]([OH:15])[C@H:13]([OH:23])[C@@H:12]([CH2:31][OH:32])[O:11]5)[O:40][CH2:41][C:42]4=[CH:43][C:44]=3[O:48][N:47]=2)=[CH:51][CH:52]=1)[CH3:57]. The yield is 0.480. (2) The reactants are [F:1][C:2]1[CH:7]=[CH:6][C:5]([C:8]2[N:12]([CH3:13])[N:11]=[CH:10][C:9]=2[C:14]2[S:15][CH:16]=[C:17]([CH2:19][C:20]([O:22]CC)=[O:21])[N:18]=2)=[CH:4][CH:3]=1.[OH-].[Na+]. The catalyst is C(O)C. The product is [F:1][C:2]1[CH:7]=[CH:6][C:5]([C:8]2[N:12]([CH3:13])[N:11]=[CH:10][C:9]=2[C:14]2[S:15][CH:16]=[C:17]([CH2:19][C:20]([OH:22])=[O:21])[N:18]=2)=[CH:4][CH:3]=1. The yield is 1.00.